From a dataset of Full USPTO retrosynthesis dataset with 1.9M reactions from patents (1976-2016). Predict the reactants needed to synthesize the given product. (1) Given the product [Br:22][C:23]1[CH:44]=[CH:43][C:42]([F:45])=[CH:41][C:24]=1[O:25][C:26]1[CH:31]=[CH:30][C:29]([C:32]2[O:33][CH:34]=[C:35]([C:37]([O:39][CH3:40])=[O:38])[N:36]=2)=[CH:28][CH:27]=1, predict the reactants needed to synthesize it. The reactants are: C1N2CN3CN(C2)CN1C3.C1CCN2C(=NCCC2)CC1.[Br:22][C:23]1[CH:44]=[CH:43][C:42]([F:45])=[CH:41][C:24]=1[O:25][C:26]1[CH:31]=[CH:30][C:29]([C:32]2[O:33][CH2:34][CH:35]([C:37]([O:39][CH3:40])=[O:38])[N:36]=2)=[CH:28][CH:27]=1. (2) Given the product [CH:1]([C:4]1[C:8]([CH2:9][CH2:10][CH2:11][O:12][C:28]2[CH:27]=[C:26]([CH2:30][CH2:31][C:32]([OH:34])=[O:33])[CH:25]=[CH:24][CH:29]=2)=[CH:7][N:6]([C:13]2[CH:18]=[CH:17][C:16]([C:19]([F:21])([F:20])[F:22])=[CH:15][N:14]=2)[N:5]=1)([CH3:3])[CH3:2], predict the reactants needed to synthesize it. The reactants are: [CH:1]([C:4]1[C:8]([CH2:9][CH2:10][CH2:11][OH:12])=[CH:7][N:6]([C:13]2[CH:18]=[CH:17][C:16]([C:19]([F:22])([F:21])[F:20])=[CH:15][N:14]=2)[N:5]=1)([CH3:3])[CH3:2].O[C:24]1[CH:25]=[C:26]([CH2:30][CH2:31][C:32]([O:34]C)=[O:33])[CH:27]=[CH:28][CH:29]=1.C(P(CCCC)CCCC)CCC.N(C(N1CCCCC1)=O)=NC(N1CCCCC1)=O. (3) Given the product [F:20][C:3]1[C:2]([NH:1][C:30](=[O:34])[CH:31]([CH3:33])[CH3:32])=[CH:7][CH:6]=[C:5]([F:8])[C:4]=1[C:9]1[N:14]=[C:13]([C:15]([O:17][CH3:18])=[O:16])[CH:12]=[CH:11][C:10]=1[F:19], predict the reactants needed to synthesize it. The reactants are: [NH2:1][C:2]1[C:3]([F:20])=[C:4]([C:9]2[N:14]=[C:13]([C:15]([O:17][CH3:18])=[O:16])[CH:12]=[CH:11][C:10]=2[F:19])[C:5]([F:8])=[CH:6][CH:7]=1.C(N(C(C)C)C(C)C)C.[C:30](Cl)(=[O:34])[CH:31]([CH3:33])[CH3:32].